From a dataset of Full USPTO retrosynthesis dataset with 1.9M reactions from patents (1976-2016). Predict the reactants needed to synthesize the given product. (1) Given the product [Br:35][C:7]1[CH:8]=[C:9]([C:12]2[CH:13]=[CH:14][C:15]([CH2:18][NH:19][C:20]([C:22]3[C:26]4[CH:27]=[CH:28][CH:29]=[CH:30][C:25]=4[O:24][C:23]=3[CH2:31][CH2:32][CH2:33][CH3:34])=[O:21])=[CH:16][CH:17]=2)[CH:10]=[CH:11][C:6]=1[O:5][CH2:4][C:3]([OH:36])=[O:2], predict the reactants needed to synthesize it. The reactants are: C[O:2][C:3](=[O:36])[CH2:4][O:5][C:6]1[CH:11]=[CH:10][C:9]([C:12]2[CH:17]=[CH:16][C:15]([CH2:18][NH:19][C:20]([C:22]3[C:26]4[CH:27]=[CH:28][CH:29]=[CH:30][C:25]=4[O:24][C:23]=3[CH2:31][CH2:32][CH2:33][CH3:34])=[O:21])=[CH:14][CH:13]=2)=[CH:8][C:7]=1[Br:35].O.[OH-].[Na+].Cl. (2) Given the product [O:1]=[C:2]1[NH:26][CH:3]2[CH2:8][CH:6]3[CH:5]([CH:4]2[C:9]2[NH:17][C:16]4[C:15](=[O:18])[N:14]([CH2:19][CH2:20][CH3:21])[C:13](=[O:22])[N:12]([CH2:23][CH2:24][CH3:25])[C:11]=4[N:10]=2)[CH:7]13, predict the reactants needed to synthesize it. The reactants are: [O:1]=[C:2]1[CH:7]2[CH:5]3[CH:6]2[CH2:8][CH:3]1[CH:4]3[C:9]1[NH:17][C:16]2[C:15](=[O:18])[N:14]([CH2:19][CH2:20][CH3:21])[C:13](=[O:22])[N:12]([CH2:23][CH2:24][CH3:25])[C:11]=2[N:10]=1.[NH2:26]OS(O)(=O)=O.C([O-])(O)=O.[Na+]. (3) Given the product [Cl:1][C:2]1[N:7]=[C:6]([N:9]([CH3:11])[CH3:10])[CH:5]=[CH:4][N:3]=1.[Cl:8][C:6]1[CH:5]=[CH:4][N:3]=[C:2]([N:9]([CH3:11])[CH3:10])[N:7]=1, predict the reactants needed to synthesize it. The reactants are: [Cl:1][C:2]1[N:7]=[C:6]([Cl:8])[CH:5]=[CH:4][N:3]=1.[NH:9]([CH3:11])[CH3:10].C([O-])(O)=O.[Na+]. (4) Given the product [OH:24][C@H:18]1[C@@H:23]2[CH2:22][CH2:21][C@@H:6]([CH2:2][C:3]2=[O:4])[C@@H:7]1[C:8]1[CH:29]=[CH:30][CH:25]=[CH:26][CH:27]=1, predict the reactants needed to synthesize it. The reactants are: N1[CH2:8][CH2:7][CH2:6][C@@H:2]1[C:3](O)=[O:4].C(N(C(C)C)C(C)C)C.[C:18]1(=[O:24])[CH2:23][CH2:22][CH2:21]C=C1.[C:25]1(CC=O)[CH:30]=[CH:29]C=[CH:27][CH:26]=1. (5) Given the product [C:38]([C:37]1[CH:40]=[C:41]([C:2]2[N:7]=[CH:6][N:5]=[C:4]([NH:8][C:9]3[CH:14]=[CH:13][C:12]([N:15]4[CH2:20][CH2:19][N:18]([C:21]([O:23][C:24]([CH3:27])([CH3:26])[CH3:25])=[O:22])[CH2:17][C@@H:16]4[CH3:64])=[C:11]([O:61][CH3:58])[CH:10]=3)[N:3]=2)[CH:42]=[CH:43][C:36]=1[O:35][C@H:34]1[CH2:33][CH2:32][N:31]([C:53](=[O:57])[C@@H:54]([OH:56])[CH3:55])[CH2:30][C@H:29]1[F:28])#[N:39], predict the reactants needed to synthesize it. The reactants are: Cl[C:2]1[N:7]=[CH:6][N:5]=[C:4]([NH:8][C:9]2[CH:14]=[CH:13][C:12]([N:15]3[CH2:20][CH2:19][N:18]([C:21]([O:23][C:24]([CH3:27])([CH3:26])[CH3:25])=[O:22])[CH2:17][CH2:16]3)=[CH:11][CH:10]=2)[N:3]=1.[F:28][C@H:29]1[C@@H:34]([O:35][C:36]2[CH:43]=[CH:42][C:41](B3OC(C)(C)C(C)(C)O3)=[CH:40][C:37]=2[C:38]#[N:39])[CH2:33][CH2:32][N:31]([C:53](=[O:57])[C@@H:54]([OH:56])[CH3:55])[CH2:30]1.[C:58](=[O:61])([O-])[O-].[Na+].[Na+].[CH3:64]OCCOC. (6) The reactants are: [F:1][C@@H:2]1[C@H:7]2[N:8]=[C:9]([N:11]([CH3:19])[C:12](=[O:18])[O:13][C:14]([CH3:17])([CH3:16])[CH3:15])[S:10][C@H:6]2[O:5][C@H:4]([CH2:20][OH:21])[C@H:3]1[OH:22].N1C=CN=C1.[CH3:28][C:29]([Si:32](Cl)([CH3:34])[CH3:33])([CH3:31])[CH3:30]. Given the product [Si:32]([O:21][CH2:20][C@H:4]1[O:5][C@H:6]2[C@H:7]([N:8]=[C:9]([N:11]([CH3:19])[C:12](=[O:18])[O:13][C:14]([CH3:16])([CH3:17])[CH3:15])[S:10]2)[C@@H:2]([F:1])[C@@H:3]1[OH:22])([C:29]([CH3:31])([CH3:30])[CH3:28])([CH3:34])[CH3:33], predict the reactants needed to synthesize it. (7) Given the product [CH:12]1[C:8]2[CH2:9][CH2:10][C:11]3[CH:1]=[CH:2][CH:3]=[CH:4][C:5]=3[CH:6]([CH2:16][C:17]([N:22]([O:23][CH3:24])[CH3:21])=[O:19])[C:7]=2[CH:15]=[CH:14][CH:13]=1, predict the reactants needed to synthesize it. The reactants are: [CH:1]1[C:11]2[CH2:10][CH2:9][C:8]3[CH:12]=[CH:13][CH:14]=[CH:15][C:7]=3[CH:6]([CH2:16][C:17]([OH:19])=O)[C:5]=2[CH:4]=[CH:3][CH:2]=1.Cl.[CH3:21][NH:22][O:23][CH3:24]. (8) Given the product [F:1][C:2]1[C:3]([OH:5])=[N:16][C:14]([CH3:15])=[N:17][C:8]=1[OH:10], predict the reactants needed to synthesize it. The reactants are: [F:1][CH:2]([C:8]([O:10]CC)=O)[C:3]([O:5]CC)=O.Cl.[C:14]([NH2:17])(=[NH:16])[CH3:15]. (9) Given the product [O:20]1[C:24]2[CH:25]=[CH:26][CH:27]=[C:28]([CH2:29][N:4]3[CH2:3][CH2:2][N:1]([C:7]4[CH:8]=[CH:9][C:10]5[N:11]([C:13]([C:16]([F:17])([F:18])[F:19])=[N:14][N:15]=5)[N:12]=4)[CH2:6][CH2:5]3)[C:23]=2[O:22][CH2:21]1, predict the reactants needed to synthesize it. The reactants are: [N:1]1([C:7]2[CH:8]=[CH:9][C:10]3[N:11]([C:13]([C:16]([F:19])([F:18])[F:17])=[N:14][N:15]=3)[N:12]=2)[CH2:6][CH2:5][NH:4][CH2:3][CH2:2]1.[O:20]1[C:24]2[CH:25]=[CH:26][CH:27]=[C:28]([CH:29]=O)[C:23]=2[O:22][CH2:21]1. (10) Given the product [Br:1][C:2]1[CH:10]=[C:9]2[C:5](=[CH:4][C:3]=1[CH2:20][OH:21])[CH2:6][N:7]([C:30]([O:32][C:33]([CH3:34])([CH3:35])[CH3:36])=[O:31])[CH2:8]2, predict the reactants needed to synthesize it. The reactants are: [Br:1][C:2]1[CH:10]=[C:9]2[C:5]([CH2:6][N:7](CC3C=CC(OC)=CC=3)[CH2:8]2)=[CH:4][C:3]=1[CH2:20][OH:21].[C:30](O[C:30]([O:32][C:33]([CH3:36])([CH3:35])[CH3:34])=[O:31])([O:32][C:33]([CH3:36])([CH3:35])[CH3:34])=[O:31].